This data is from Reaction yield outcomes from USPTO patents with 853,638 reactions. The task is: Predict the reaction yield, written as a fraction of the theoretical maximum amount of product (1.0 means a 100% yield; for example, 0.34 means a 34% yield). The reactants are [NH2:1][C:2]1[CH:7]=[CH:6][CH:5]=[CH:4][CH:3]=1.C(N(CC)CC)C.[C:15](Cl)(=[O:19])[CH:16]([CH3:18])[CH3:17]. The catalyst is O1CCCC1. The product is [C:2]1([NH:1][C:15](=[O:19])[CH:16]([CH3:18])[CH3:17])[CH:7]=[CH:6][CH:5]=[CH:4][CH:3]=1. The yield is 0.910.